Task: Predict the reaction yield, written as a fraction of the theoretical maximum amount of product (1.0 means a 100% yield; for example, 0.34 means a 34% yield).. Dataset: Reaction yield outcomes from USPTO patents with 853,638 reactions The reactants are [CH3:1][C:2]1[C:16](=[O:17])[N:15]=[C:14]2[N:4]([C@@H:5]3[O:9][C@H:8]([CH2:10][OH:11])[C@@H:7]([OH:12])[C@@H:6]3[O:13]2)[CH:3]=1.[CH3:18][O:19][CH2:20][CH2:21][O:22]B([O:22][CH2:21][CH2:20][O:19][CH3:18])[O:22][CH2:21][CH2:20][O:19][CH3:18]. The catalyst is COCCO. The product is [CH3:18][O:19][CH2:20][CH2:21][O:22][C@@H:6]1[C@H:7]([OH:12])[C@@H:8]([CH2:10][OH:11])[O:9][C@H:5]1[N:4]1[CH:3]=[C:2]([CH3:1])[C:16](=[O:17])[NH:15][C:14]1=[O:13]. The yield is 0.630.